Dataset: NCI-60 drug combinations with 297,098 pairs across 59 cell lines. Task: Regression. Given two drug SMILES strings and cell line genomic features, predict the synergy score measuring deviation from expected non-interaction effect. (1) Drug 2: C1=NNC2=C1C(=O)NC=N2. Synergy scores: CSS=18.2, Synergy_ZIP=-5.07, Synergy_Bliss=-1.34, Synergy_Loewe=-2.23, Synergy_HSA=-0.214. Cell line: MALME-3M. Drug 1: CCCCCOC(=O)NC1=NC(=O)N(C=C1F)C2C(C(C(O2)C)O)O. (2) Drug 1: CNC(=O)C1=CC=CC=C1SC2=CC3=C(C=C2)C(=NN3)C=CC4=CC=CC=N4. Drug 2: C1=CN(C=N1)CC(O)(P(=O)(O)O)P(=O)(O)O. Cell line: PC-3. Synergy scores: CSS=-3.12, Synergy_ZIP=-0.301, Synergy_Bliss=-4.33, Synergy_Loewe=-5.67, Synergy_HSA=-6.62.